From a dataset of Reaction yield outcomes from USPTO patents with 853,638 reactions. Predict the reaction yield, written as a fraction of the theoretical maximum amount of product (1.0 means a 100% yield; for example, 0.34 means a 34% yield). (1) The reactants are I[C:2]1[C:10]2[C:5](=[CH:6][C:7]([CH:11]3[C:13]4([C:21]5[C:16](=[CH:17][CH:18]=[C:19]([NH:22]C(=O)OC(C)(C)C)[CH:20]=5)[NH:15][C:14]4=[O:30])[CH2:12]3)=[CH:8][CH:9]=2)[NH:4][N:3]=1.[CH3:31][N:32]1[CH2:37][CH2:36][N:35]([C:38]2[CH:43]=[CH:42][C:41](B3OC(C)(C)C(C)(C)O3)=[CH:40][CH:39]=2)[CH2:34][CH2:33]1.C(O)(C(F)(F)F)=O. The catalyst is C(Cl)Cl. The product is [NH2:22][C:19]1[CH:20]=[C:21]2[C:16](=[CH:17][CH:18]=1)[NH:15][C:14](=[O:30])[C@:13]12[CH2:12][C@H:11]1[C:7]1[CH:6]=[C:5]2[C:10]([C:2]([C:41]3[CH:40]=[CH:39][C:38]([N:35]4[CH2:34][CH2:33][N:32]([CH3:31])[CH2:37][CH2:36]4)=[CH:43][CH:42]=3)=[N:3][NH:4]2)=[CH:9][CH:8]=1. The yield is 0.150. (2) The reactants are [F:1][C:2]([F:23])([F:22])[C:3]1[CH:4]=[C:5]([N:9]2[CH:14]=[CH:13][C:12](=[O:15])[C:11]([C:16]#[C:17][Si](C)(C)C)=[N:10]2)[CH:6]=[CH:7][CH:8]=1.Cl. The catalyst is CO.[OH-].[Na+]. The product is [C:16]([C:11]1[C:12](=[O:15])[CH:13]=[CH:14][N:9]([C:5]2[CH:6]=[CH:7][CH:8]=[C:3]([C:2]([F:23])([F:22])[F:1])[CH:4]=2)[N:10]=1)#[CH:17]. The yield is 0.590. (3) The reactants are [O:1]1[C:6]2[CH:7]=[CH:8][C:9]([CH2:11]O)=[CH:10][C:5]=2[O:4][CH2:3][CH2:2]1.O=S(Cl)[Cl:15]. No catalyst specified. The product is [Cl:15][CH2:11][C:9]1[CH:8]=[CH:7][C:6]2[O:1][CH2:2][CH2:3][O:4][C:5]=2[CH:10]=1. The yield is 0.880. (4) The reactants are Cl.[Cl:2][C:3]1[CH:8]=[CH:7][N:6]=[C:5]([C:9]([O:11]C)=O)[CH:4]=1.[CH3:13][NH2:14]. The catalyst is CO.C1COCC1. The product is [Cl:2][C:3]1[CH:8]=[CH:7][N:6]=[C:5]([C:9]([NH:14][CH3:13])=[O:11])[CH:4]=1. The yield is 0.970. (5) The reactants are [C-:1]#[N:2].[K+].Br[CH2:5][C:6]1[CH:11]=[CH:10][C:9]([Cl:12])=[C:8]([F:13])[CH:7]=1. The catalyst is CS(C)=O.O. The product is [Cl:12][C:9]1[CH:10]=[CH:11][C:6]([CH2:5][C:1]#[N:2])=[CH:7][C:8]=1[F:13]. The yield is 0.612. (6) The reactants are C(OC([N:11]1[CH2:16][CH2:15][N:14]([C:17]([CH3:21])([CH3:20])[CH2:18][OH:19])[CH2:13][CH2:12]1)=O)C1C=CC=CC=1. The catalyst is CO.[Pd]. The product is [CH3:21][C:17]([N:14]1[CH2:13][CH2:12][NH:11][CH2:16][CH2:15]1)([CH3:20])[CH2:18][OH:19]. The yield is 0.980.